This data is from Experimentally validated miRNA-target interactions with 360,000+ pairs, plus equal number of negative samples. The task is: Binary Classification. Given a miRNA mature sequence and a target amino acid sequence, predict their likelihood of interaction. (1) The miRNA is hsa-miR-548ae-5p with sequence AAAAGUAAUUGUGGUUUUUG. The protein sequence of the target gene is MELDHMTTGGLHAYPAPRGGPAAKPNVILQIGKCRAEMLEHVRRTHRHLLTEVSKQVERELKGLHRSVGKLENNLDGYVPTGDSQRWKKSIKACLCRCQETIANLERWVKREMHVWREVFYRLERWADRLESMGGKYPVGSEPARHTVSVGVGGPEPYCQEADGYDYTVSPYAITPPPAAGELPEQESVGAQQYQSWVPGEDGQPSPGVDTQIFEDPREFLSHLEEYLRQVGGSEEYWLSQIQNHMNGPAKKWWEFKQGSVKNWVEFKKEFLQYSEGTLSREAIQRELDLPQKQGEPLDQ.... Result: 0 (no interaction). (2) The miRNA is hsa-miR-4724-5p with sequence AACUGAACCAGGAGUGAGCUUCG. The protein sequence of the target gene is MGDVKLVASSHISKTSLSVDPSRVDSMPLTEAPAFILPPRNLCIKEGATAKFEGRVRGYPEPQVTWHRNGQPITSGGRFLLDCGIRGTFSLVIHAVHEEDRGKYTCEATNGSGARQVTVELTVEGSFAKQLGQPVVSKTLGDRFSAPAVETRPSIWGECPPKFATKLGRVVVKEGQMGRFSCKITGRPQPQVTWLKGNVPLQPSARVSVSEKNGMQVLEIHGVNQDDVGVYTCLVVNGSGKASMSAELSIQGLDSANRSFVRETKATNSDVRKEVTNVISKESKLDSLEAAAKSKNCSSP.... Result: 0 (no interaction). (3) The miRNA is mmu-miR-1964-3p with sequence CCGACUUCUGGGCUCCGGCUUU. The protein sequence of the target gene is MNLDSLSLALSQISYLVDNLTKKNYRASQQEIQHIVNRHGPEADRHLLRCLFSHVDFSGDGKSSGKDFHQTQFLIQECALLITKPNFISTLSYAIDNPLHYQKSLKPAPHLFAQLSKVLKLSKVQEVIFGLALLNSSSSDLRGFAAQFIKQKLPDLLRSYIDADVSGNQEGGFQDIAIEVLHLLLSHLLFGQKGAFGVGQEQIDAFLKTLRRDFPQERCPVVLAPLLYPEKRDILMDRILPDSGGVAKTMMESSLADFMQEVGYGFCASIEECRNIIVQFGVREVTAAQVARVLGMMART.... Result: 0 (no interaction). (4) The miRNA is mmu-miR-431-5p with sequence UGUCUUGCAGGCCGUCAUGCA. The protein sequence of the target gene is MPKRKAKGDAKGDKAKVKDEPQRRSARLSAKPAPPKPEPRPKKASAKKGEKLPKGRKGKADAGKDGNNPAKNRDASTLQSQKAEGTGDAK. Result: 0 (no interaction). (5) The miRNA is hsa-miR-3692-3p with sequence GUUCCACACUGACACUGCAGAAGU. The protein sequence of the target gene is MASGLGSPSPCSAGSEEEDMDALLNNSLPPPHPENEEDPEEDLSETETPKLKKKKKPKKPRDPKIPKSKRQKKERMLLCRQLGDSSGEGPEFVEEEEEVALRSDSEGSDYTPGKKKKKKLGPKKEKKSKSKRKEEEEEEDDDDDSKEPKSSAQLLEDWGMEDIDHVFSEEDYRTLTNYKAFSQFVRPLIAAKNPKIAVSKMMMVLGAKWREFSTNNPFKGSSGASVAAAAAAAVAVVESMVTATEVAPPPPPVEVPIRKAKTKEGKGPNARRKPKGSPRVPDAKKPKPKKVAPLKIKLGG.... Result: 1 (interaction).